This data is from Reaction yield outcomes from USPTO patents with 853,638 reactions. The task is: Predict the reaction yield, written as a fraction of the theoretical maximum amount of product (1.0 means a 100% yield; for example, 0.34 means a 34% yield). (1) The reactants are [O:1]=[C:2]1[NH:6][C:5](=[O:7])[C:4](=[CH:8][C:9]2[CH:33]=[CH:32][C:12]([O:13][C:14]3[CH:19]=[CH:18][C:17]([C:20](=[CH:24][C:25]4[CH:30]=[CH:29][C:28]([CH3:31])=[CH:27][CH:26]=4)[C:21]([OH:23])=[O:22])=[CH:16][CH:15]=3)=[CH:11][CH:10]=2)[S:3]1.C([O-])=O.[NH4+]. The catalyst is C(O)(=O)C.[Pd]. The product is [O:1]=[C:2]1[NH:6][C:5](=[O:7])[CH:4]([CH2:8][C:9]2[CH:10]=[CH:11][C:12]([O:13][C:14]3[CH:15]=[CH:16][C:17]([C:20](=[CH:24][C:25]4[CH:26]=[CH:27][C:28]([CH3:31])=[CH:29][CH:30]=4)[C:21]([OH:23])=[O:22])=[CH:18][CH:19]=3)=[CH:32][CH:33]=2)[S:3]1. The yield is 0.591. (2) The reactants are [Cl:1][C:2]1[CH:3]=[C:4]([CH:6]=[CH:7][C:8]=1[C:9]1[O:13][N:12]=[C:11]([C:14]2[CH:19]=[CH:18][C:17]([O:20][CH:21]([CH3:23])[CH3:22])=[C:16]([Cl:24])[CH:15]=2)[N:10]=1)[NH2:5].O=[C:26]1[CH2:29][CH:28]([C:30]([OH:32])=[O:31])[CH2:27]1.C(O)(=O)C.C([BH3-])#N.[Na+]. The catalyst is CO. The product is [Cl:1][C:2]1[CH:3]=[C:4]([NH:5][CH:26]2[CH2:29][CH:28]([C:30]([OH:32])=[O:31])[CH2:27]2)[CH:6]=[CH:7][C:8]=1[C:9]1[O:13][N:12]=[C:11]([C:14]2[CH:19]=[CH:18][C:17]([O:20][CH:21]([CH3:22])[CH3:23])=[C:16]([Cl:24])[CH:15]=2)[N:10]=1. The yield is 0.532. (3) The catalyst is C1COCC1.O.CCOC(C)=O. The yield is 0.760. The reactants are [F:1][C:2]1[CH:7]=[CH:6][CH:5]=[C:4]([F:8])[C:3]=1[C:9]1[N:14]=[C:13]([C:15]([NH:17][C:18]2[CH:19]=[N:20][CH:21]=[CH:22][C:23]=2[C@H:24]2[CH2:29][C@@H:28]([NH:30]C(=O)OC(C)(C)C)[C@@H:27](SCCOC)[C@@H:26]([CH3:43])[CH2:25]2)=[O:16])[CH:12]=[CH:11][C:10]=1[F:44].O[O:46][S:47]([O-:49])=O.[K+].[C:51](O)([C:53](F)(F)F)=[O:52].[CH2:58](Cl)Cl. The product is [NH2:30][C@H:28]1[C@@H:27]([S:47]([CH2:53][CH2:51][O:52][CH3:58])(=[O:49])=[O:46])[C@@H:26]([CH3:43])[CH2:25][C@@H:24]([C:23]2[CH:22]=[CH:21][N:20]=[CH:19][C:18]=2[NH:17][C:15](=[O:16])[C:13]2[CH:12]=[CH:11][C:10]([F:44])=[C:9]([C:3]3[C:2]([F:1])=[CH:7][CH:6]=[CH:5][C:4]=3[F:8])[N:14]=2)[CH2:29]1. (4) The reactants are [CH:1]1([N:7]2[C:12]([OH:13])=[C:11]([C:14]([NH:16][CH2:17][C:18]([O:20]CC)=[O:19])=[O:15])[C:10](=[O:23])[NH:9][C:8]2=[O:24])[CH2:6][CH2:5][CH2:4][CH2:3][CH2:2]1.C(=O)([O-])[O-].[K+].[K+].[Br:31][C:32]1[CH:37]=[C:36]([C:38]([CH3:41])([CH3:40])[CH3:39])[CH:35]=[CH:34][C:33]=1[CH2:42]Br.Cl. The catalyst is CN(C)C=O. The product is [Br:31][C:32]1[CH:37]=[C:36]([C:38]([CH3:40])([CH3:39])[CH3:41])[CH:35]=[CH:34][C:33]=1[CH2:42][N:9]1[C:10](=[O:23])[C:11]([C:14]([NH:16][CH2:17][C:18]([OH:20])=[O:19])=[O:15])=[C:12]([OH:13])[N:7]([CH:1]2[CH2:6][CH2:5][CH2:4][CH2:3][CH2:2]2)[C:8]1=[O:24]. The yield is 0.0750.